From a dataset of Forward reaction prediction with 1.9M reactions from USPTO patents (1976-2016). Predict the product of the given reaction. (1) Given the reactants [Cl:1][C:2]1[CH:3]=[C:4]([CH:15]=[CH:16][CH:17]=1)[CH2:5][O:6][CH2:7][C:8]1[N:13]=[C:12]([NH2:14])[CH:11]=[CH:10][CH:9]=1.[F:18][C:19]1[CH:24]=[CH:23][C:22]([S:25](Cl)(=[O:27])=[O:26])=[CH:21][C:20]=1[C:29]([F:32])([F:31])[F:30], predict the reaction product. The product is: [Cl:1][C:2]1[CH:3]=[C:4]([CH:15]=[CH:16][CH:17]=1)[CH2:5][O:6][CH2:7][C:8]1[N:13]=[C:12]([NH:14][S:25]([C:22]2[CH:23]=[CH:24][C:19]([F:18])=[C:20]([C:29]([F:32])([F:30])[F:31])[CH:21]=2)(=[O:27])=[O:26])[CH:11]=[CH:10][CH:9]=1. (2) Given the reactants [Cl:1][C:2]1[CH:8]=[C:7]([O:9][C:10]2[C:11]3[N:18]([CH3:19])[CH:17]=[CH:16][C:12]=3[N:13]=[CH:14][N:15]=2)[CH:6]=[CH:5][C:3]=1[NH2:4].C(N(CC)CC)C.ClC(Cl)(O[C:31](=[O:37])OC(Cl)(Cl)Cl)Cl.[C:39]([C:43]1[O:47][N:46]=[C:45]([NH2:48])[CH:44]=1)([CH3:42])([CH3:41])[CH3:40], predict the reaction product. The product is: [C:39]([C:43]1[O:47][N:46]=[C:45]([NH:48][C:31]([NH:4][C:3]2[CH:5]=[CH:6][C:7]([O:9][C:10]3[C:11]4[N:18]([CH3:19])[CH:17]=[CH:16][C:12]=4[N:13]=[CH:14][N:15]=3)=[CH:8][C:2]=2[Cl:1])=[O:37])[CH:44]=1)([CH3:42])([CH3:41])[CH3:40]. (3) Given the reactants [CH3:1][C:2]1[S:3][CH:4]=[C:5]([C:7]([NH:9][C:10]2[C:11]3[C:15]([CH:16]=[C:17](B4OC(C)(C)CC(C)(C)O4)[CH:18]=2)=[N:14][N:13](C2CCCCO2)[CH:12]=3)=[O:8])[N:6]=1.Br[C:36]1[CH:37]=[C:38]([NH2:44])[C:39]([O:42][CH3:43])=[N:40][CH:41]=1.O1CCOCC1.C(=O)([O-])[O-].[Na+].[Na+], predict the reaction product. The product is: [NH2:44][C:38]1[CH:37]=[C:36]([C:17]2[CH:16]=[C:15]3[C:11]([CH:12]=[N:13][NH:14]3)=[C:10]([NH:9][C:7]([C:5]3[N:6]=[C:2]([CH3:1])[S:3][CH:4]=3)=[O:8])[CH:18]=2)[CH:41]=[N:40][C:39]=1[O:42][CH3:43]. (4) The product is: [Br:7][C:8]1[CH:9]=[N:10][S:11][C:12]=1[NH:13][C@H:14]([C:19]([O:21][CH3:22])=[O:20])[CH2:15][CH:16]([CH3:18])[CH3:17]. Given the reactants OP([O-])(O)=O.[K+].[Br:7][C:8]1[CH:9]=[N:10][S:11][C:12]=1[N:13](C(OCC(Cl)(Cl)Cl)=O)[C@H:14]([C:19]([O:21][CH3:22])=[O:20])[CH2:15][CH:16]([CH3:18])[CH3:17], predict the reaction product. (5) Given the reactants Cl[C:2]1[CH:7]=[N:6][CH:5]=[C:4]([Cl:8])[N:3]=1.[NH2:9][C@H:10]([C:12]([O:14][C:15]([CH3:18])([CH3:17])[CH3:16])=[O:13])[CH3:11].CCN(C(C)C)C(C)C, predict the reaction product. The product is: [Cl:8][C:4]1[N:3]=[C:2]([NH:9][C@H:10]([C:12]([O:14][C:15]([CH3:18])([CH3:17])[CH3:16])=[O:13])[CH3:11])[CH:7]=[N:6][CH:5]=1.